This data is from Catalyst prediction with 721,799 reactions and 888 catalyst types from USPTO. The task is: Predict which catalyst facilitates the given reaction. (1) Reactant: OC(C(F)(F)F)=O.[NH:8]1[CH2:11][CH:10]([NH:12][C:13](=[O:30])[CH2:14][NH:15][C:16]2[C:25]3[C:20](=[CH:21][CH:22]=[C:23]([C:26]([F:29])([F:28])[F:27])[CH:24]=3)[N:19]=[CH:18][N:17]=2)[CH2:9]1.O=[C:32]1[CH2:37][CH2:36][CH:35]([N:38]2[CH2:42][CH2:41][CH2:40][C:39]2=[O:43])[CH2:34][CH2:33]1.C(O[BH-](OC(=O)C)OC(=O)C)(=O)C.[Na+].CO. Product: [O:43]=[C:39]1[CH2:40][CH2:41][CH2:42][N:38]1[CH:35]1[CH2:34][CH2:33][CH:32]([N:8]2[CH2:9][CH:10]([NH:12][C:13](=[O:30])[CH2:14][NH:15][C:16]3[C:25]4[C:20](=[CH:21][CH:22]=[C:23]([C:26]([F:28])([F:27])[F:29])[CH:24]=4)[N:19]=[CH:18][N:17]=3)[CH2:11]2)[CH2:37][CH2:36]1. The catalyst class is: 10. (2) Reactant: [C:1]1([OH:7])[CH:6]=[CH:5][CH:4]=[CH:3][CH:2]=1.C(=O)([O-])[O-].[Cs+].[Cs+].CS(O[CH2:19][C:20]1[CH:21]=[C:22]([CH:25]=[CH:26][C:27]=1[O:28][CH2:29][C:30]1[CH:35]=[CH:34][CH:33]=[CH:32][CH:31]=1)[CH:23]=[O:24])(=O)=O. Product: [O:7]([CH2:19][C:20]1[CH:21]=[C:22]([CH:25]=[CH:26][C:27]=1[O:28][CH2:29][C:30]1[CH:35]=[CH:34][CH:33]=[CH:32][CH:31]=1)[CH:23]=[O:24])[C:1]1[CH:6]=[CH:5][CH:4]=[CH:3][CH:2]=1. The catalyst class is: 9.